Task: Predict the product of the given reaction.. Dataset: Forward reaction prediction with 1.9M reactions from USPTO patents (1976-2016) (1) Given the reactants C1C=CC=CC=1.[Cl:7]/[CH:8]=[CH:9]/Cl.[CH3:11][O:12][C:13]1[CH:20]=[CH:19][C:16](C=C)=[CH:15][CH:14]=1, predict the reaction product. The product is: [Cl:7]/[CH:8]=[CH:9]/[C:16]1[CH:19]=[CH:20][C:13]([O:12][CH3:11])=[CH:14][CH:15]=1. (2) The product is: [CH3:16][Si:2]([CH3:1])([CH3:15])[CH:3]([CH2:5][C:6]1[CH:11]=[CH:10][CH:9]=[CH:8][C:7]=1[NH2:12])[CH3:4]. Given the reactants [CH3:1][Si:2]([CH3:16])([CH3:15])[CH:3]([CH2:5][C:6]1[CH:11]=[CH:10][CH:9]=[CH:8][C:7]=1[N+:12]([O-])=O)[CH3:4].C[Si](C)(C)C(CC1C=CC([N+]([O-])=O)=CC=1)C.[H][H], predict the reaction product. (3) The product is: [CH3:18][O:19][C:20]1[CH:25]=[CH:24][CH:23]=[CH:22][C:21]=1[C:2]1[C:11]2[C:6](=[CH:7][CH:8]=[CH:9][CH:10]=2)[CH:5]=[C:4]([NH:12][C:13]2[CH:17]=[CH:16][NH:15][N:14]=2)[N:3]=1. Given the reactants Cl[C:2]1[C:11]2[C:6](=[CH:7][CH:8]=[CH:9][CH:10]=2)[CH:5]=[C:4]([NH:12][C:13]2[CH:17]=[CH:16][NH:15][N:14]=2)[N:3]=1.[CH3:18][O:19][C:20]1[CH:25]=[CH:24][CH:23]=[CH:22][C:21]=1B(O)O, predict the reaction product. (4) The product is: [O:1]1[C:5]2[CH:6]=[CH:7][C:8]([CH2:10][N:11]3[CH2:15][CH2:14]/[C:13](=[CH:25]\[CH:26]=[CH:27]\[C:28]([O:30][CH2:31][CH3:32])=[O:29])/[CH2:12]3)=[CH:9][C:4]=2[O:3][CH2:2]1. Given the reactants [O:1]1[C:5]2[CH:6]=[CH:7][C:8]([CH2:10][N:11]3[CH2:15][CH2:14][C:13](=O)[CH2:12]3)=[CH:9][C:4]=2[O:3][CH2:2]1.C(OP([CH2:25]/[CH:26]=[CH:27]/[C:28]([O:30][CH2:31][CH3:32])=[O:29])(OCC)=O)C.[H-].[Na+], predict the reaction product. (5) Given the reactants Br[C:2]1[CH:3]=[C:4]([C:8]2([C:19]3[CH:24]=[CH:23][N:22]=[C:21]([O:25][CH3:26])[CH:20]=3)[C:16]3[C:11](=[C:12]([F:17])[CH:13]=[CH:14][CH:15]=3)[C:10]([NH2:18])=[N:9]2)[CH:5]=[CH:6][CH:7]=1.[N:27]1[CH:32]=[C:31](B(O)O)[CH:30]=[N:29][CH:28]=1.C(=O)([O-])[O-].[Cs+].[Cs+], predict the reaction product. The product is: [F:17][C:12]1[CH:13]=[CH:14][CH:15]=[C:16]2[C:11]=1[C:10]([NH2:18])=[N:9][C:8]2([C:19]1[CH:24]=[CH:23][N:22]=[C:21]([O:25][CH3:26])[CH:20]=1)[C:4]1[CH:5]=[CH:6][CH:7]=[C:2]([C:31]2[CH:32]=[N:27][CH:28]=[N:29][CH:30]=2)[CH:3]=1.